From a dataset of Forward reaction prediction with 1.9M reactions from USPTO patents (1976-2016). Predict the product of the given reaction. Given the reactants [O:1]1[C:6]2=[N:7][CH:8]=[CH:9][CH:10]=[C:5]2[CH:4](O)[CH2:3][CH2:2]1.S(Cl)([Cl:14])=O.C([O-])(O)=O.[Na+], predict the reaction product. The product is: [Cl:14][CH:4]1[C:5]2[C:6](=[N:7][CH:8]=[CH:9][CH:10]=2)[O:1][CH2:2][CH2:3]1.